This data is from Drug-target binding data from BindingDB using IC50 measurements. The task is: Regression. Given a target protein amino acid sequence and a drug SMILES string, predict the binding affinity score between them. We predict pIC50 (pIC50 = -log10(IC50 in M); higher means more potent). Dataset: bindingdb_ic50. (1) The compound is NCc1ccnc(Cl)c1. The target protein (P58215) has sequence MRPVSVWQWSPWGLLLCLLCSSCLGSPSPSTGPEKKAGSQGLRFRLAGFPRKPYEGRVEIQRAGEWGTICDDDFTLQAAHILCRELGFTEATGWTHSAKYGPGTGRIWLDNLSCSGTEQSVTECASRGWGNSDCTHDEDAGVICKDQRLPGFSDSNVIEVEHHLQVEEVRIRPAVGWGRRPLPVTEGLVEVRLPDGWSQVCDKGWSAHNSHVVCGMLGFPSEKRVNAAFYRLLAQRQQHSFGLHGVACVGTEAHLSLCSLEFYRANDTARCPGGGPAVVSCVPGPVYAASSGQKKQQQSKPQGEARVRLKGGAHPGEGRVEVLKASTWGTVCDRKWDLHAASVVCRELGFGSAREALSGARMGQGMGAIHLSEVRCSGQELSLWKCPHKNITAEDCSHSQDAGVRCNLPYTGAETRIRLSGGRSQHEGRVEVQIGGPGPLRWGLICGDDWGTLEAMVACRQLGLGYANHGLQETWYWDSGNITEVVMSGVRCTGTELSLD.... The pIC50 is 6.7. (2) The small molecule is NC(=O)NC(CP(=O)(O)O)C(=O)O. The target protein (B2RQC6) has sequence MAALVLEDGSVLQGRPFGAAVSTAGEVVFQTGMVGYPEALTDPSYKAQILVLTYPLIGNYGIPSDEEDEFGLSKWFESSEIHVAGLVVGECCPTPSHWSANCTLHEWLQQRGIPGLQGVDTRELTKKLREQGSLLGKLVQKGTEPSALPFVDPNARPLAPEVSIKTPRVFNAGGAPRICALDCGLKYNQIRCLCQLGAEVTVVPWDHELDSQKYDGLFLSNGPGDPASYPGVVSTLSRVLSEPNPRPVFGICLGHQLLALAIGAKTYKMRYGNRGHNQPCLLVGTGRCFLTSQNHGFAVDADSLPAGWAPLFTNANDCSNEGIVHDSLPFFSVQFHPEHRAGPSDMELLFDVFLETVREAAAGNIGGQTVRERLAQRLCPPELPIPGSGLPPPRKVLILGSGGLSIGQAGEFDYSGSQAIKALKEENIQTLLINPNIATVQTSQGLADKVYFLPITLHYVTQVIRNERPDGVLLTFGGQTALNCGVELTKAGVLARYGVR.... The pIC50 is 3.0.